Task: Regression. Given a peptide amino acid sequence and an MHC pseudo amino acid sequence, predict their binding affinity value. This is MHC class I binding data.. Dataset: Peptide-MHC class I binding affinity with 185,985 pairs from IEDB/IMGT (1) The MHC is HLA-A31:01 with pseudo-sequence HLA-A31:01. The binding affinity (normalized) is 0.0847. The peptide sequence is STDTRHIPQ. (2) The peptide sequence is HSETVIHRY. The MHC is HLA-A01:01 with pseudo-sequence HLA-A01:01. The binding affinity (normalized) is 0.750. (3) The peptide sequence is LSNFGAPSY. The MHC is HLA-A01:01 with pseudo-sequence HLA-A01:01. The binding affinity (normalized) is 0.594. (4) The peptide sequence is IEVKFHPIL. The MHC is HLA-A26:02 with pseudo-sequence HLA-A26:02. The binding affinity (normalized) is 0.0847.